Dataset: Forward reaction prediction with 1.9M reactions from USPTO patents (1976-2016). Task: Predict the product of the given reaction. Given the reactants [NH2:1][C:2]1[CH:3]=[C:4]([C:8]2[O:9][C:10]3[CH:20]=[C:19]4[C:14]([CH:15]=[CH:16][CH:17]=[CH:18]4)=[CH:13][C:11]=3[N:12]=2)[CH:5]=[CH:6][CH:7]=1.[CH:21]1[C:26]([C:27]([OH:29])=[O:28])=[CH:25][C:24]2[C:30]([O:32][C:33](=O)[C:23]=2[CH:22]=1)=[O:31], predict the reaction product. The product is: [O:9]1[C:10]2[CH:20]=[C:19]3[C:14](=[CH:13][C:11]=2[N:12]=[C:8]1[C:4]1[CH:3]=[C:2]([N:1]2[C:30](=[O:31])[C:24]4[C:23](=[CH:22][CH:21]=[C:26]([C:27]([OH:29])=[O:28])[CH:25]=4)[C:33]2=[O:32])[CH:7]=[CH:6][CH:5]=1)[CH:15]=[CH:16][CH:17]=[CH:18]3.